Dataset: Reaction yield outcomes from USPTO patents with 853,638 reactions. Task: Predict the reaction yield, written as a fraction of the theoretical maximum amount of product (1.0 means a 100% yield; for example, 0.34 means a 34% yield). (1) The reactants are Br[C:2]1[C:3]([O:9][CH3:10])=[N:4][CH:5]=[C:6]([CH3:8])[CH:7]=1.[CH3:11][C:12]1([CH3:28])[C:16]([CH3:18])([CH3:17])[O:15][B:14]([B:14]2[O:15][C:16]([CH3:18])([CH3:17])[C:12]([CH3:28])([CH3:11])[O:13]2)[O:13]1.C([O-])(=O)C.[K+]. The catalyst is C1C=CC(P(C2C=CC=CC=2)[C-]2C=CC=C2)=CC=1.C1C=CC(P(C2C=CC=CC=2)[C-]2C=CC=C2)=CC=1.Cl[Pd]Cl.[Fe+2]. The product is [CH3:10][O:9][C:3]1[C:2]([B:14]2[O:15][C:16]([CH3:18])([CH3:17])[C:12]([CH3:28])([CH3:11])[O:13]2)=[CH:7][C:6]([CH3:8])=[CH:5][N:4]=1. The yield is 0.670. (2) The reactants are [O-:1][CH2:2][CH3:3].[Na+].Br[CH2:6][C:7]([NH:9][C:10]1[S:11][C:12]([C:20]([CH:22]2[CH2:27][CH2:26][O:25][CH2:24][CH2:23]2)=[O:21])=[C:13]([C:15]2[O:16][CH:17]=[CH:18][CH:19]=2)[N:14]=1)=[O:8]. The catalyst is C(O)C. The product is [CH2:2]([O:1][CH2:6][C:7]([NH:9][C:10]1[S:11][C:12]([C:20]([CH:22]2[CH2:27][CH2:26][O:25][CH2:24][CH2:23]2)=[O:21])=[C:13]([C:15]2[O:16][CH:17]=[CH:18][CH:19]=2)[N:14]=1)=[O:8])[CH3:3]. The yield is 0.490. (3) No catalyst specified. The yield is 0.180. The reactants are C(O[C:4]1[CH:9]=[CH:8][N:7]([C:10]2[CH:15]=[CH:14][C:13]([F:16])=[CH:12][CH:11]=2)[C:6](=[O:17])[C:5]=1[C:18]([NH:20][C:21]1[C:40]([F:41])=[CH:39][C:24]([O:25][C:26]2[CH:31]=[CH:30][N:29]=[C:28]([NH:32][C:33](=O)[O:34]C(C)=C)[CH:27]=2)=[C:23]([F:42])[CH:22]=1)=[O:19])C.[CH3:43][NH2:44].C[N:46]1[CH2:50]CCC1. The product is [F:42][C:23]1[CH:22]=[C:21]([NH:20][C:18]([C:5]2[C:6](=[O:17])[N:7]([C:10]3[CH:11]=[CH:12][C:13]([F:16])=[CH:14][CH:15]=3)[CH:8]=[CH:9][C:4]=2[NH:46][CH3:50])=[O:19])[C:40]([F:41])=[CH:39][C:24]=1[O:25][C:26]1[CH:31]=[CH:30][N:29]=[C:28]([NH:32][C:33]([NH:44][CH3:43])=[O:34])[CH:27]=1. (4) The reactants are [C:1]1([C:16]2[CH:21]=[CH:20][CH:19]=[CH:18][CH:17]=2)[CH:6]=[CH:5][CH:4]=[C:3]([C:7]([C:9]2[CH:14]=[CH:13][C:12](Br)=[CH:11][CH:10]=2)=[O:8])[CH:2]=1.[C:22]1([NH:28][C:29]2[CH:34]=[CH:33][CH:32]=[CH:31][CH:30]=2)[CH:27]=[CH:26][CH:25]=[CH:24][CH:23]=1.P(C(C)(C)C)(C(C)(C)C)C(C)(C)C. The catalyst is C1(C)C=CC=CC=1.[Pd].[Pd].CC(C)=O. The product is [C:1]1([C:16]2[CH:21]=[CH:20][CH:19]=[CH:18][CH:17]=2)[CH:6]=[CH:5][CH:4]=[C:3]([C:7]([C:9]2[CH:14]=[CH:13][C:12]([N:28]([C:29]3[CH:30]=[CH:31][CH:32]=[CH:33][CH:34]=3)[C:22]3[CH:27]=[CH:26][CH:25]=[CH:24][CH:23]=3)=[CH:11][CH:10]=2)=[O:8])[CH:2]=1. The yield is 0.810. (5) The reactants are [CH3:1][O:2][C:3]1[CH:21]=[C:20]([O:22][CH2:23][C:24]2[N:25]=[C:26]([C:29]3(O)[CH2:34][CH:33]([CH3:35])[O:32][CH:31]([CH3:36])[CH2:30]3)[S:27][CH:28]=2)[C:6]2[CH:7]=[C:8]([C:10]3[N:11]=[C:12]4[N:16]([CH:17]=3)[N:15]=[C:14]([O:18][CH3:19])[S:13]4)[O:9][C:5]=2[CH:4]=1.CCN(S(F)(F)[F:44])CC.CCOC(C)=O.CCCCCC. The catalyst is C(Cl)Cl. The product is [F:44][C:29]1([C:26]2[S:27][CH:28]=[C:24]([CH2:23][O:22][C:20]3[C:6]4[CH:7]=[C:8]([C:10]5[N:11]=[C:12]6[N:16]([CH:17]=5)[N:15]=[C:14]([O:18][CH3:19])[S:13]6)[O:9][C:5]=4[CH:4]=[C:3]([O:2][CH3:1])[CH:21]=3)[N:25]=2)[CH2:34][CH:33]([CH3:35])[O:32][CH:31]([CH3:36])[CH2:30]1. The yield is 0.870. (6) The reactants are [CH3:1][C:2]1[N:7]=[C:6]([SH:8])[N:5]=[C:4]([OH:9])[CH:3]=1.C(=O)([O-])[O-].[K+].[K+].Br[CH2:17][C:18]1[CH:19]=[N:20][CH:21]=[CH:22][C:23]=1[C:24]([F:27])([F:26])[F:25]. The catalyst is CN(C=O)C. The product is [CH3:1][C:2]1[N:7]=[C:6]([S:8][CH2:17][C:18]2[CH:19]=[N:20][CH:21]=[CH:22][C:23]=2[C:24]([F:27])([F:25])[F:26])[N:5]=[C:4]([OH:9])[CH:3]=1. The yield is 0.210. (7) The reactants are [Li][C:2]([CH3:5])([CH3:4])[CH3:3].I[C:7]1[C:15]2[C:10](=[CH:11][C:12]([C:16]([C:18]3[CH:23]=[CH:22][CH:21]=[CH:20][CH:19]=3)=[CH2:17])=[CH:13][CH:14]=2)[N:9]([CH2:24][O:25][CH2:26][CH2:27][Si:28]([CH3:31])([CH3:30])[CH3:29])[N:8]=1.[C:32](=O)(O)[O-].[Na+].[CH2:37]1[CH2:41]OC[CH2:38]1. The catalyst is [Cl-].[Zn+2].[Cl-].C1C=CC([P]([Pd]([P](C2C=CC=CC=2)(C2C=CC=CC=2)C2C=CC=CC=2)([P](C2C=CC=CC=2)(C2C=CC=CC=2)C2C=CC=CC=2)[P](C2C=CC=CC=2)(C2C=CC=CC=2)C2C=CC=CC=2)(C2C=CC=CC=2)C2C=CC=CC=2)=CC=1. The product is [C:18]1([C:16]([C:12]2[CH:11]=[C:10]3[C:15]([C:7]([CH:32]=[CH:3][C:2]4[CH:5]=[CH:41][CH:37]=[CH:38][CH:4]=4)=[N:8][N:9]3[CH2:24][O:25][CH2:26][CH2:27][Si:28]([CH3:31])([CH3:30])[CH3:29])=[CH:14][CH:13]=2)=[CH2:17])[CH:23]=[CH:22][CH:21]=[CH:20][CH:19]=1. The yield is 0.510.